From a dataset of Full USPTO retrosynthesis dataset with 1.9M reactions from patents (1976-2016). Predict the reactants needed to synthesize the given product. (1) Given the product [CH3:22][N:23]1[CH:27]=[C:26]([S:28]([N:1]2[CH2:2][CH2:3][C:4]3([O:11][C:10]4[C:12]5[C:17]([C:18](=[O:21])[C:19](=[O:20])[C:9]=4[S:8][CH2:7]3)=[CH:16][CH:15]=[CH:14][CH:13]=5)[CH2:5][CH2:6]2)(=[O:30])=[O:29])[N:25]=[CH:24]1, predict the reactants needed to synthesize it. The reactants are: [NH:1]1[CH2:6][CH2:5][C:4]2([O:11][C:10]3[C:12]4[C:17]([C:18](=[O:21])[C:19](=[O:20])[C:9]=3[S:8][CH2:7]2)=[CH:16][CH:15]=[CH:14][CH:13]=4)[CH2:3][CH2:2]1.[CH3:22][N:23]1[CH:27]=[C:26]([S:28](Cl)(=[O:30])=[O:29])[N:25]=[CH:24]1. (2) Given the product [N:4]1([C:9]2[CH:28]=[CH:27][C:12]([CH2:13][C:14]3[C:15]([O:2][CH3:1])=[N:16][C:17]4[C:22]([C:23]=3[Cl:24])=[CH:21][C:20]([I:25])=[CH:19][CH:18]=4)=[CH:11][CH:10]=2)[CH:8]=[N:7][CH:6]=[N:5]1, predict the reactants needed to synthesize it. The reactants are: [CH3:1][O-:2].[Na+].[N:4]1([C:9]2[CH:28]=[CH:27][C:12]([CH2:13][C:14]3[C:15](Cl)=[N:16][C:17]4[C:22]([C:23]=3[Cl:24])=[CH:21][C:20]([I:25])=[CH:19][CH:18]=4)=[CH:11][CH:10]=2)[CH:8]=[N:7][CH:6]=[N:5]1.ClCCl. (3) Given the product [O:32]1[C:33]2([CH2:38][CH2:37][C:36](=[CH:11][C:12]3[CH:13]=[C:14]([CH:27]=[CH:28][CH:29]=3)[O:15][C:16]3[N:21]=[C:20]([CH3:22])[C:19]([C:23]([F:24])([F:25])[F:26])=[CH:18][CH:17]=3)[CH2:35][CH2:34]2)[O:40][CH2:30][CH2:31]1, predict the reactants needed to synthesize it. The reactants are: [H-].[Na+].C(OP([CH2:11][C:12]1[CH:13]=[C:14]([CH:27]=[CH:28][CH:29]=1)[O:15][C:16]1[N:21]=[C:20]([CH3:22])[C:19]([C:23]([F:26])([F:25])[F:24])=[CH:18][CH:17]=1)(OCC)=O)C.[CH2:30]1[O:40][C:33]2([CH2:38][CH2:37][C:36](=O)[CH2:35][CH2:34]2)[O:32][CH2:31]1. (4) Given the product [CH3:11][O:13][C:14]([C:15]1[C:20]([NH:21][C:22]2[CH:27]=[CH:26][C:25]([Br:28])=[CH:24][C:23]=2[Cl:29])=[C:19]([Cl:30])[C:18]2[N:17]([C:8]([CH2:7][C:1]3[CH:2]=[CH:3][CH:4]=[CH:5][CH:6]=3)=[N:32][N:31]=2)[CH:16]=1)=[O:33], predict the reactants needed to synthesize it. The reactants are: [C:1]1([CH2:7][C:8](Cl)=O)[CH:6]=[CH:5][CH:4]=[CH:3][CH:2]=1.[CH2:11]([O:13][C:14](=[O:33])[C:15]1[C:20]([NH:21][C:22]2[CH:27]=[CH:26][C:25]([Br:28])=[CH:24][C:23]=2[Cl:29])=[C:19]([Cl:30])[C:18]([NH:31][NH2:32])=[N:17][CH:16]=1)C.C(N(CC)CC)C.O=P(Cl)(Cl)Cl. (5) Given the product [OH:62][CH2:61][C@H:44]1[O:43][C@H:42]([O:41][C:38]2[CH:39]=[CH:40][C:35]([CH:33]3[CH2:34][CH:32]3[C:29]3[CH:30]=[CH:31][C:26]([O:25][C@@H:8]4[C@:9]([OH:21])([CH3:20])[C@@H:10]([OH:16])[C@H:11]([OH:12])[C@@H:6]([CH2:5][OH:4])[O:7]4)=[C:27]([CH3:67])[CH:28]=3)=[CH:36][C:37]=2[CH3:66])[C@@:47]([CH3:48])([OH:49])[C@@H:46]([OH:53])[C@@H:45]1[OH:57], predict the reactants needed to synthesize it. The reactants are: C([O:4][CH2:5][C@@H:6]1[C@@H:11]([O:12]C(=O)C)[C@H:10]([O:16]C(=O)C)[C@@:9]([O:21]C(=O)C)([CH3:20])[C@@H:8]([O:25][C:26]2[CH:31]=[CH:30][C:29]([CH:32]3[CH2:34][CH:33]3[C:35]3[CH:40]=[CH:39][C:38]([O:41][C@@H:42]4[C@:47]([O:49]C(=O)C)([CH3:48])[C@@H:46]([O:53]C(=O)C)[C@H:45]([O:57]C(=O)C)[C@@H:44]([CH2:61][O:62]C(=O)C)[O:43]4)=[C:37]([CH3:66])[CH:36]=3)=[CH:28][C:27]=2[CH3:67])[O:7]1)(=O)C.C[O-].[Na+].CC(O)=O. (6) Given the product [CH2:1]([C:3]1[CH:4]=[C:5]([O:9][CH2:17][CH2:18][CH2:19][C:20]([O:22][CH2:23][CH3:24])=[O:21])[CH:6]=[CH:7][CH:8]=1)[CH3:2], predict the reactants needed to synthesize it. The reactants are: [CH2:1]([C:3]1[CH:4]=[C:5]([OH:9])[CH:6]=[CH:7][CH:8]=1)[CH3:2].C(=O)([O-])[O-].[K+].[K+].Br[CH2:17][CH2:18][CH2:19][C:20]([O:22][CH2:23][CH3:24])=[O:21]. (7) Given the product [NH2:1][C:2]1[O:15][C:14]2[C:13]3[C:8](=[CH:9][CH:10]=[C:11]([NH:16][CH3:30])[N:12]=3)[CH:7]=[CH:6][C:5]=2[CH:4]([C:17]2[CH:22]=[C:21]([O:23][CH3:24])[C:20]([O:25][CH3:26])=[C:19]([Br:27])[CH:18]=2)[C:3]=1[C:28]#[N:29], predict the reactants needed to synthesize it. The reactants are: [NH2:1][C:2]1[O:15][C:14]2[C:13]3[C:8](=[CH:9][CH:10]=[C:11]([NH2:16])[N:12]=3)[CH:7]=[CH:6][C:5]=2[CH:4]([C:17]2[CH:22]=[C:21]([O:23][CH3:24])[C:20]([O:25][CH3:26])=[C:19]([Br:27])[CH:18]=2)[C:3]=1[C:28]#[N:29].[C:30](=O)([O-])[O-].[K+].[K+].IC. (8) Given the product [C:3]([C:7]1[CH:12]=[CH:11][CH:10]=[CH:9][C:8]=1[N:13]1[CH2:18][CH2:17][N:16]([C:26]([NH:25][C:19]2[CH:24]=[CH:23][CH:22]=[CH:21][CH:20]=2)=[O:27])[CH2:15][CH2:14]1)([CH3:6])([CH3:4])[CH3:5], predict the reactants needed to synthesize it. The reactants are: Cl.Cl.[C:3]([C:7]1[CH:12]=[CH:11][CH:10]=[CH:9][C:8]=1[N:13]1[CH2:18][CH2:17][NH:16][CH2:15][CH2:14]1)([CH3:6])([CH3:5])[CH3:4].[C:19]1([N:25]=[C:26]=[O:27])[CH:24]=[CH:23][CH:22]=[CH:21][CH:20]=1. (9) Given the product [CH2:1]([O:3][C:4](=[O:30])[C:5]([C:10](=[O:29])[C:11]1[CH:16]=[C:15]([CH2:17][C:18]2[CH:23]=[CH:22][CH:21]=[C:20]([Cl:24])[C:19]=2[F:25])[C:14]([O:26][CH3:27])=[CH:13][C:12]=1[F:28])=[CH:6][NH:31][C@H:32]([CH2:33][OH:34])[CH:35]([CH3:37])[CH3:36])[CH3:2], predict the reactants needed to synthesize it. The reactants are: [CH2:1]([O:3][C:4](=[O:30])[C:5]([C:10](=[O:29])[C:11]1[CH:16]=[C:15]([CH2:17][C:18]2[CH:23]=[CH:22][CH:21]=[C:20]([Cl:24])[C:19]=2[F:25])[C:14]([O:26][CH3:27])=[CH:13][C:12]=1[F:28])=[CH:6]N(C)C)[CH3:2].[NH2:31][C@@H:32]([CH:35]([CH3:37])[CH3:36])[CH2:33][OH:34].Cl. (10) Given the product [Br:1][C:2]1[C:11]2[C:6](=[CH:7][CH:8]=[C:9]([Cl:12])[CH:10]=2)[CH:5]=[CH:4][C:3]=1[CH:13]=[O:14], predict the reactants needed to synthesize it. The reactants are: [Br:1][C:2]1[C:11]2[C:6](=[CH:7][CH:8]=[C:9]([Cl:12])[CH:10]=2)[CH2:5][CH2:4][C:3]=1[CH:13]=[O:14].ClC1C(=O)C(C#N)=C(C#N)C(=O)C=1Cl.